From a dataset of Full USPTO retrosynthesis dataset with 1.9M reactions from patents (1976-2016). Predict the reactants needed to synthesize the given product. (1) Given the product [OH:1][CH:2]1[CH:7]([C:8]2[CH:9]=[CH:10][C:11]([O:14][CH2:23]/[CH:24]=[CH:25]/[CH2:26][O:27][C:28]3[CH:33]=[CH:32][CH:31]=[CH:30][CH:29]=3)=[CH:12][CH:13]=2)[CH2:6][CH2:5][N:4]([C:15]([O:17][C:18]([CH3:21])([CH3:20])[CH3:19])=[O:16])[CH2:3]1, predict the reactants needed to synthesize it. The reactants are: [OH:1][CH:2]1[CH:7]([C:8]2[CH:13]=[CH:12][C:11]([OH:14])=[CH:10][CH:9]=2)[CH2:6][CH2:5][N:4]([C:15]([O:17][C:18]([CH3:21])([CH3:20])[CH3:19])=[O:16])[CH2:3]1.Br[CH2:23]/[CH:24]=[CH:25]/[CH2:26][O:27][C:28]1[CH:33]=[CH:32][CH:31]=[CH:30][CH:29]=1. (2) The reactants are: [C:1]([O:5][C:6]1[CH:13]=[CH:12][C:9]([CH:10]=[O:11])=[CH:8][C:7]=1[O:14][CH3:15])([CH3:4])([CH3:3])[CH3:2].[OH-].[K+].[O-:18][Mn](=O)(=O)=O.[K+]. Given the product [C:1]([O:5][C:6]1[CH:13]=[CH:12][C:9]([C:10]([OH:18])=[O:11])=[CH:8][C:7]=1[O:14][CH3:15])([CH3:4])([CH3:3])[CH3:2], predict the reactants needed to synthesize it. (3) Given the product [Br:11][C:9]1[CH:10]=[C:2]2[C:3]([C:4](=[O:5])[NH:12][C:13](=[O:14])[NH:1]2)=[CH:7][CH:8]=1, predict the reactants needed to synthesize it. The reactants are: [NH2:1][C:2]1[CH:10]=[C:9]([Br:11])[CH:8]=[CH:7][C:3]=1[C:4](O)=[O:5].[NH2:12][C:13](N)=[O:14].